Predict the product of the given reaction. From a dataset of Forward reaction prediction with 1.9M reactions from USPTO patents (1976-2016). (1) Given the reactants Cl[C:2]1[N:3]=[N:4][C:5]([N:10]2[CH2:15][CH2:14][NH:13][C@H:12]([CH3:16])[CH2:11]2)=[C:6]([CH3:9])[C:7]=1[CH3:8].[Br-].[CH2:18]([Zn+])[C:19]1[CH:24]=[CH:23][CH:22]=[CH:21][CH:20]=1, predict the reaction product. The product is: [CH2:18]([C:2]1[N:3]=[N:4][C:5]([N:10]2[CH2:15][CH2:14][NH:13][C@H:12]([CH3:16])[CH2:11]2)=[C:6]([CH3:9])[C:7]=1[CH3:8])[C:19]1[CH:24]=[CH:23][CH:22]=[CH:21][CH:20]=1. (2) Given the reactants [CH3:1][CH:2]([CH3:18])[CH2:3][NH:4][CH:5]1[CH2:10][CH2:9][N:8]([C:11]([O:13][C:14]([CH3:17])([CH3:16])[CH3:15])=[O:12])[CH2:7][CH2:6]1.[Cl:19][C:20]1[CH:27]=[C:26]([S:28]([CH3:31])(=[O:30])=[O:29])[CH:25]=[CH:24][C:21]=1[CH:22]=O.C(O[BH-](OC(=O)C)OC(=O)C)(=O)C.[Na+], predict the reaction product. The product is: [Cl:19][C:20]1[CH:27]=[C:26]([S:28]([CH3:31])(=[O:30])=[O:29])[CH:25]=[CH:24][C:21]=1[CH2:22][N:4]([CH2:3][CH:2]([CH3:18])[CH3:1])[CH:5]1[CH2:6][CH2:7][N:8]([C:11]([O:13][C:14]([CH3:15])([CH3:16])[CH3:17])=[O:12])[CH2:9][CH2:10]1.